From a dataset of Reaction yield outcomes from USPTO patents with 853,638 reactions. Predict the reaction yield, written as a fraction of the theoretical maximum amount of product (1.0 means a 100% yield; for example, 0.34 means a 34% yield). The reactants are [CH2:1]([N:5]1[CH:10]=[C:9]([CH3:11])[CH:8]=[C:7]([OH:12])[C:6]1=[S:13])[CH2:2][CH2:3][CH3:4].[H-].[Na+].[CH3:16][N:17]([CH:19]=[O:20])C. No catalyst specified. The product is [O:20]1[C:6]2[CH:7]=[CH:8][CH:9]=[CH:10][C:16]=2[N:17]=[C:19]1[O:12][C:7]1[C:6](=[S:13])[N:5]([CH2:1][CH2:2][CH2:3][CH3:4])[CH:10]=[C:9]([CH3:11])[CH:8]=1. The yield is 0.730.